From a dataset of Full USPTO retrosynthesis dataset with 1.9M reactions from patents (1976-2016). Predict the reactants needed to synthesize the given product. The reactants are: [Cl:1][C:2]1[C:3]([CH3:18])=[C:4]([CH:13]2[CH2:16][CH:15]([OH:17])[CH2:14]2)[C:5]([O:11][CH3:12])=[C:6]([CH:8](O)[CH3:9])[CH:7]=1.N1C(Cl)=NC(Cl)=NC=1[Cl:21]. Given the product [Cl:1][C:2]1[C:3]([CH3:18])=[C:4]([CH:13]2[CH2:16][CH:15]([OH:17])[CH2:14]2)[C:5]([O:11][CH3:12])=[C:6]([CH:8]([Cl:21])[CH3:9])[CH:7]=1, predict the reactants needed to synthesize it.